This data is from Peptide-MHC class II binding affinity with 134,281 pairs from IEDB. The task is: Regression. Given a peptide amino acid sequence and an MHC pseudo amino acid sequence, predict their binding affinity value. This is MHC class II binding data. (1) The MHC is DRB5_0101 with pseudo-sequence DRB5_0101. The binding affinity (normalized) is 0.501. The peptide sequence is SRVLNYDFNKLTALA. (2) The peptide sequence is LDIYQKLYIKQEEQK. The MHC is DRB1_0802 with pseudo-sequence DRB1_0802. The binding affinity (normalized) is 0.344. (3) The peptide sequence is NYPIVQNLQGQMVHQAISPR. The MHC is HLA-DPA10103-DPB10301 with pseudo-sequence HLA-DPA10103-DPB10301. The binding affinity (normalized) is 0.460. (4) The peptide sequence is FNDIIHSIINMDADV. The MHC is DRB5_0101 with pseudo-sequence DRB5_0101. The binding affinity (normalized) is 0.148. (5) The peptide sequence is IGPEAAEAAAAAPAA. The MHC is DRB3_0101 with pseudo-sequence DRB3_0101. The binding affinity (normalized) is 0.188. (6) The peptide sequence is FKVIIKPPVPPAPIM. The MHC is DRB1_1101 with pseudo-sequence DRB1_1101. The binding affinity (normalized) is 0.936. (7) The peptide sequence is CPFSNRVWNSFQIEE. The MHC is DRB3_0202 with pseudo-sequence DRB3_0202. The binding affinity (normalized) is 0.443.